Regression. Given a peptide amino acid sequence and an MHC pseudo amino acid sequence, predict their binding affinity value. This is MHC class I binding data. From a dataset of Peptide-MHC class I binding affinity with 185,985 pairs from IEDB/IMGT. The peptide sequence is AADFPGIAR. The MHC is HLA-A26:01 with pseudo-sequence HLA-A26:01. The binding affinity (normalized) is 0.0847.